From a dataset of Full USPTO retrosynthesis dataset with 1.9M reactions from patents (1976-2016). Predict the reactants needed to synthesize the given product. Given the product [CH3:17][C:18]1[NH:19][C:20]2[C:25]([CH:26]=1)=[CH:24][C:23]([NH:27][C:2]1[CH:7]=[CH:6][N:5]=[C:4]3[CH:8]=[C:9]([C:11]4[O:12][C:13]([CH3:16])=[CH:14][N:15]=4)[S:10][C:3]=13)=[CH:22][CH:21]=2, predict the reactants needed to synthesize it. The reactants are: Cl[C:2]1[CH:7]=[CH:6][N:5]=[C:4]2[CH:8]=[C:9]([C:11]3[O:12][C:13]([CH3:16])=[CH:14][N:15]=3)[S:10][C:3]=12.[CH3:17][C:18]1[NH:19][C:20]2[C:25]([CH:26]=1)=[CH:24][C:23]([NH2:27])=[CH:22][CH:21]=2.